From a dataset of Catalyst prediction with 721,799 reactions and 888 catalyst types from USPTO. Predict which catalyst facilitates the given reaction. (1) Reactant: Br[C:2]1[CH:7]=[CH:6][CH:5]=[C:4]([N+:8]([O-:10])=[O:9])[CH:3]=1.[N:11]1[CH:16]=[CH:15][C:14](B(O)O)=[CH:13][CH:12]=1.C(=O)(O)[O-].[Na+].C(=O)([O-])[O-].[Cs+].[Cs+]. Product: [N+:8]([C:4]1[CH:3]=[C:2]([C:14]2[CH:15]=[CH:16][N:11]=[CH:12][CH:13]=2)[CH:7]=[CH:6][CH:5]=1)([O-:10])=[O:9]. The catalyst class is: 3. (2) Reactant: [CH3:1][C:2]1[CH:14]=[C:13]([CH2:15][N:16]([CH2:33][CH2:34][CH3:35])[C:17]2[CH:18]=[C:19]([C:23]3[CH:28]=[CH:27][C:26]([C:29]([F:32])([F:31])[F:30])=[CH:25][CH:24]=3)[CH:20]=[CH:21][CH:22]=2)[CH:12]=[CH:11][C:3]=1[O:4][CH2:5][C:6]([O:8]CC)=[O:7].[OH-].[Na+]. Product: [CH3:1][C:2]1[CH:14]=[C:13]([CH2:15][N:16]([CH2:33][CH2:34][CH3:35])[C:17]2[CH:18]=[C:19]([C:23]3[CH:28]=[CH:27][C:26]([C:29]([F:30])([F:31])[F:32])=[CH:25][CH:24]=3)[CH:20]=[CH:21][CH:22]=2)[CH:12]=[CH:11][C:3]=1[O:4][CH2:5][C:6]([OH:8])=[O:7]. The catalyst class is: 92. (3) Reactant: [CH2:1]([O:3][CH:4]([O:32][CH2:33][CH3:34])[C:5]1[N:10]=[C:9](S(CC2C=CC=CC=2)(=O)=O)[N:8]=[C:7]([NH:21][C:22]2[S:23][C:24]3[CH:30]=[C:29]([Br:31])[CH:28]=[CH:27][C:25]=3[N:26]=2)[CH:6]=1)[CH3:2].[NH2:35][C@H:36]1[CH2:41][CH2:40][C@H:39]([OH:42])[CH2:38][CH2:37]1.O.C(=O)(O)[O-].[Na+]. Product: [CH2:33]([O:32][CH:4]([O:3][CH2:1][CH3:2])[C:5]1[CH:6]=[C:7]([NH:21][C:22]2[S:23][C:24]3[CH:30]=[C:29]([Br:31])[CH:28]=[CH:27][C:25]=3[N:26]=2)[N:8]=[C:9]([NH:35][C@H:36]2[CH2:41][CH2:40][C@H:39]([OH:42])[CH2:38][CH2:37]2)[N:10]=1)[CH3:34]. The catalyst class is: 32. (4) Reactant: [Li]CCCC.[Br:6][C:7]1[CH:8]=[C:9]([C:13]([O:15][CH3:16])=[O:14])[S:10][C:11]=1Br.[I:17]I. Product: [Br:6][C:7]1[CH:8]=[C:9]([C:13]([O:15][CH3:16])=[O:14])[S:10][C:11]=1[I:17]. The catalyst class is: 1. (5) Reactant: [NH:1]1[C:5]2[CH:6]=[CH:7][C:8]([C:10]([OH:12])=O)=[CH:9][C:4]=2[N:3]=[N:2]1.CC[N:15]=C=NCCCN(C)C.Cl.C1C=CC2N(O)N=NC=2C=1.N. The catalyst class is: 3. Product: [NH:1]1[C:5]2[CH:6]=[CH:7][C:8]([C:10]([NH2:15])=[O:12])=[CH:9][C:4]=2[N:3]=[N:2]1.